This data is from Catalyst prediction with 721,799 reactions and 888 catalyst types from USPTO. The task is: Predict which catalyst facilitates the given reaction. (1) Reactant: [CH:1]([C:4]1([C:10]([OH:12])=O)[CH2:8][CH2:7][C:6](=[O:9])[CH2:5]1)([CH3:3])[CH3:2].S(Cl)([Cl:15])=O. Product: [CH:1]([C:4]1([C:10]([Cl:15])=[O:12])[CH2:8][CH2:7][C:6](=[O:9])[CH2:5]1)([CH3:3])[CH3:2]. The catalyst class is: 48. (2) Product: [C:20]([CH2:19][O:1][C:2]1[CH:3]=[C:4]([NH:8][C:9](=[O:11])[CH3:10])[CH:5]=[CH:6][CH:7]=1)#[N:21]. Reactant: [OH:1][C:2]1[CH:3]=[C:4]([NH:8][C:9](=[O:11])[CH3:10])[CH:5]=[CH:6][CH:7]=1.C([O-])([O-])=O.[K+].[K+].Br[CH2:19][C:20]#[N:21]. The catalyst class is: 21. (3) Reactant: [Cl:1][C:2]1[CH:7]=[CH:6][C:5]([S:8]([N:11]2[CH2:16][CH2:15][CH2:14][C@@H:13]([NH:17][C:18]3[N:23]=[C:22]([C:24]4[N:31]5[C:27]([S:28][CH:29]=[CH:30]5)=[N:26][C:25]=4[C:32]4[CH:37]=[CH:36][CH:35]=[C:34]([C:38]#[N:39])[CH:33]=4)[CH:21]=[CH:20][N:19]=3)[CH2:12]2)(=[O:10])=[O:9])=[CH:4][CH:3]=1.[Br-].[Br-].[Br-].B.C[OH:45]. Product: [Cl:1][C:2]1[CH:7]=[CH:6][C:5]([S:8]([N:11]2[CH2:16][CH2:15][CH2:14][C@@H:13]([NH:17][C:18]3[N:23]=[C:22]([C:24]4[N:31]5[C:27]([S:28][CH:29]=[CH:30]5)=[N:26][C:25]=4[C:32]4[CH:33]=[C:34]([CH:35]=[CH:36][CH:37]=4)[C:38]([NH2:39])=[O:45])[CH:21]=[CH:20][N:19]=3)[CH2:12]2)(=[O:10])=[O:9])=[CH:4][CH:3]=1. The catalyst class is: 4. (4) Reactant: [Cl:1][C:2]1[CH:3]=[N:4][C:5]([N:8]2[CH2:13][CH2:12][CH:11]([CH:14]3[CH2:16][C:15]3([CH2:19][OH:20])[C:17]#[N:18])[CH2:10][CH2:9]2)=[N:6][CH:7]=1.C(Cl)(=O)C(Cl)=O.CS(C)=O.C(N(CC)CC)C. Product: [Cl:1][C:2]1[CH:3]=[N:4][C:5]([N:8]2[CH2:13][CH2:12][CH:11]([CH:14]3[CH2:16][C:15]3([CH:19]=[O:20])[C:17]#[N:18])[CH2:10][CH2:9]2)=[N:6][CH:7]=1. The catalyst class is: 34. (5) Reactant: [N+:1]([C:4]1[CH:9]=[CH:8][C:7]([CH:10]2[CH2:12][O:11]2)=[CH:6][CH:5]=1)([O-:3])=[O:2].[CH3:13][NH2:14]. Product: [CH3:13][NH:14][CH2:12][CH:10]([C:7]1[CH:8]=[CH:9][C:4]([N+:1]([O-:3])=[O:2])=[CH:5][CH:6]=1)[OH:11]. The catalyst class is: 5. (6) Reactant: [F:1][C:2]([F:20])([F:19])[O:3][C:4]1[CH:9]=[CH:8][C:7]([CH:10]=[CH:11][C:12]2[O:13][CH:14]=[C:15]([CH2:17][OH:18])[N:16]=2)=[CH:6][CH:5]=1.Br[C:22]1[CH:27]=[N:26][C:25]([CH2:28][CH2:29][CH2:30][CH2:31][N:32]2[CH:36]=[N:35][CH:34]=[N:33]2)=[CH:24][N:23]=1.CC(C)([O-])C.[Na+].[NH4+].[Cl-]. Product: [N:32]1([CH2:31][CH2:30][CH2:29][CH2:28][C:25]2[CH:24]=[N:23][C:22]([O:18][CH2:17][C:15]3[N:16]=[C:12](/[CH:11]=[CH:10]/[C:7]4[CH:8]=[CH:9][C:4]([O:3][C:2]([F:1])([F:19])[F:20])=[CH:5][CH:6]=4)[O:13][CH:14]=3)=[CH:27][N:26]=2)[CH:36]=[N:35][CH:34]=[N:33]1. The catalyst class is: 56. (7) Reactant: [Cl:1][C:2]1[CH:10]=[CH:9][C:8]([C:11]2[N:12]([C:22]([O:24][C:25]([CH3:28])([CH3:27])[CH3:26])=[O:23])[C:13]3[C:18]([CH:19]=2)=[CH:17][C:16]([CH:20]=O)=[CH:15][CH:14]=3)=[C:7]2[C:3]=1[CH2:4][NH:5][C:6]2=[O:29].[NH2:30][CH2:31][CH:32]([C:34]1[CH:39]=[CH:38][CH:37]=[CH:36][CH:35]=1)[OH:33].C(O[BH-](OC(=O)C)OC(=O)C)(=O)C.[Na+]. Product: [Cl:1][C:2]1[CH:10]=[CH:9][C:8]([C:11]2[N:12]([C:22]([O:24][C:25]([CH3:27])([CH3:26])[CH3:28])=[O:23])[C:13]3[C:18]([CH:19]=2)=[CH:17][C:16]([CH2:20][NH:30][CH2:31][CH:32]([OH:33])[C:34]2[CH:39]=[CH:38][CH:37]=[CH:36][CH:35]=2)=[CH:15][CH:14]=3)=[C:7]2[C:3]=1[CH2:4][NH:5][C:6]2=[O:29]. The catalyst class is: 4. (8) The catalyst class is: 6. Product: [Br:5][C:6]1[C:7]([C:15]2[CH:20]=[CH:19][C:18]([F:21])=[CH:17][CH:16]=2)=[N:8][C:9]([O:14][CH:2]([CH3:4])[CH3:3])=[C:10]([CH:13]=1)[C:11]#[N:12]. Reactant: Br[CH:2]([CH3:4])[CH3:3].[Br:5][C:6]1[C:7]([C:15]2[CH:20]=[CH:19][C:18]([F:21])=[CH:17][CH:16]=2)=[N:8][C:9]([OH:14])=[C:10]([CH:13]=1)[C:11]#[N:12].C(=O)([O-])[O-].[K+].[K+].CN(C=O)C.